This data is from Full USPTO retrosynthesis dataset with 1.9M reactions from patents (1976-2016). The task is: Predict the reactants needed to synthesize the given product. Given the product [Cl:33][C:30]1[CH:29]=[CH:28][C:27]([C:26]([NH:25][C:23]2[N:22]([CH2:35][CH:36]3[CH2:40][CH2:39][CH2:38][N:37]3[C:41](=[O:49])[C:42]([C:47]#[N:48])=[CH:43][CH:44]([CH3:46])[CH3:45])[C:21]3[CH:50]=[CH:51][C:18]([CH2:17][NH:10][C@H:11]([C:13]([CH3:14])([CH3:16])[CH3:15])[CH3:12])=[CH:19][C:20]=3[N:24]=2)=[O:34])=[CH:32][CH:31]=1, predict the reactants needed to synthesize it. The reactants are: C(OC(=O)[N:10]([CH2:17][C:18]1[CH:51]=[CH:50][C:21]2[N:22]([CH2:35][CH:36]3[CH2:40][CH2:39][CH2:38][N:37]3[C:41](=[O:49])[C:42]([C:47]#[N:48])=[CH:43][CH:44]([CH3:46])[CH3:45])[C:23]([NH:25][C:26](=[O:34])[C:27]3[CH:32]=[CH:31][C:30]([Cl:33])=[CH:29][CH:28]=3)=[N:24][C:20]=2[CH:19]=1)[C@H:11]([C:13]([CH3:16])([CH3:15])[CH3:14])[CH3:12])C1C=CC=CC=1.Br.